This data is from Forward reaction prediction with 1.9M reactions from USPTO patents (1976-2016). The task is: Predict the product of the given reaction. (1) Given the reactants [CH3:1][C:2]1[N:3]=[C:4]([C:17]([O:19]CC)=O)[S:5][C:6]=1[C:7]1[CH:12]=[CH:11][CH:10]=[C:9]([C:13]([F:16])([F:15])[F:14])[CH:8]=1.[F:22][C:23]1[CH:29]=[CH:28][CH:27]=[C:26]([F:30])[C:24]=1[NH2:25].[Al](C)(C)C, predict the reaction product. The product is: [F:22][C:23]1[CH:29]=[CH:28][CH:27]=[C:26]([F:30])[C:24]=1[NH:25][C:17]([C:4]1[S:5][C:6]([C:7]2[CH:12]=[CH:11][CH:10]=[C:9]([C:13]([F:14])([F:15])[F:16])[CH:8]=2)=[C:2]([CH3:1])[N:3]=1)=[O:19]. (2) Given the reactants [Br:1][C:2]1[C:7]([O:8][CH3:9])=[CH:6][C:5]([C:10]2[CH:14]=[CH:13][NH:12][N:11]=2)=[CH:4][C:3]=1[O:15][CH3:16].[CH3:17][O:18][CH:19]([C:23]1[CH:28]=[CH:27][C:26]([N:29]2[CH2:34][CH2:33][O:32][CH2:31][CH2:30]2)=[CH:25][CH:24]=1)[C:20](O)=[O:21], predict the reaction product. The product is: [Br:1][C:2]1[C:7]([O:8][CH3:9])=[CH:6][C:5]([C:10]2[CH:14]=[CH:13][N:12]([C:20](=[O:21])[CH:19]([O:18][CH3:17])[C:23]3[CH:24]=[CH:25][C:26]([N:29]4[CH2:30][CH2:31][O:32][CH2:33][CH2:34]4)=[CH:27][CH:28]=3)[N:11]=2)=[CH:4][C:3]=1[O:15][CH3:16]. (3) The product is: [C:29]1([CH2:28][O:27][CH2:26][C:23]2[O:22][C:21]([CH2:20][N:4]([CH2:3][C:2]([F:17])([F:18])[F:1])[C:5]3[CH:12]=[CH:11][C:8]([C:9]#[N:10])=[C:7]([C:13]([F:16])([F:14])[F:15])[CH:6]=3)=[N:25][CH:24]=2)[CH:30]=[CH:31][CH:32]=[CH:33][CH:34]=1. Given the reactants [F:1][C:2]([F:18])([F:17])[CH2:3][NH:4][C:5]1[CH:12]=[CH:11][C:8]([C:9]#[N:10])=[C:7]([C:13]([F:16])([F:15])[F:14])[CH:6]=1.Cl[CH2:20][C:21]1[O:22][C:23]([CH2:26][O:27][CH2:28][C:29]2[CH:34]=[CH:33][CH:32]=[CH:31][CH:30]=2)=[CH:24][N:25]=1, predict the reaction product. (4) The product is: [CH3:29][C@H:12]1[C@H:11]([CH3:30])[C@@H:10]([NH:9][C:2]2[N:7]=[C:6]([CH3:8])[CH:5]=[CH:4][N:3]=2)[C:19]2[C:14](=[CH:15][CH:16]=[C:17]([CH:20]3[CH2:25][CH2:24][O:23][CH2:22][CH2:21]3)[CH:18]=2)[N:13]1[C:26](=[O:28])[CH3:27]. Given the reactants Br[C:2]1[N:7]=[C:6]([CH3:8])[CH:5]=[CH:4][N:3]=1.[NH2:9][C@H:10]1[C:19]2[C:14](=[CH:15][CH:16]=[C:17]([CH:20]3[CH2:25][CH2:24][O:23][CH2:22][CH2:21]3)[CH:18]=2)[N:13]([C:26](=[O:28])[CH3:27])[C@@H:12]([CH3:29])[C@@H:11]1[CH3:30].CC(C)([O-])C.[Na+].CN(C1C(C2C(P(C3CCCCC3)C3CCCCC3)=CC=CC=2)=CC=CC=1)C, predict the reaction product. (5) Given the reactants [NH2:1][C:2]1[N:7]=[CH:6][C:5]([C:8]2[CH:9]=[CH:10][C:11]3[N:12]([CH:14]=[C:15]([NH:17][C:18](=[O:33])[CH2:19][O:20][C@H:21]4[CH2:25][CH2:24][N:23](C(OC(C)(C)C)=O)[CH2:22]4)[N:16]=3)[N:13]=2)=[CH:4][C:3]=1[C:34]([F:37])([F:36])[F:35].[F:38][C:39]([F:44])([F:43])[C:40]([OH:42])=[O:41].O, predict the reaction product. The product is: [NH2:1][C:2]1[N:7]=[CH:6][C:5]([C:8]2[CH:9]=[CH:10][C:11]3[N:12]([CH:14]=[C:15]([NH:17][C:18](=[O:33])[CH2:19][O:20][C@H:21]4[CH2:25][CH2:24][NH:23][CH2:22]4)[N:16]=3)[N:13]=2)=[CH:4][C:3]=1[C:34]([F:35])([F:37])[F:36].[C:40]([OH:42])([C:39]([F:44])([F:43])[F:38])=[O:41]. (6) The product is: [CH2:1]([S:5][C:6]1[CH:14]=[CH:13][C:12]([S:15]([CH3:18])(=[O:17])=[O:16])=[CH:11][C:7]=1[C:8]([N:30]1[CH2:29][CH2:28][N:27]([C:24]2[CH:23]=[CH:22][C:21]([C:20]([F:33])([F:34])[F:19])=[CH:26][CH:25]=2)[CH2:32][CH2:31]1)=[O:10])[CH:2]([CH3:3])[CH3:4]. Given the reactants [CH2:1]([S:5][C:6]1[CH:14]=[CH:13][C:12]([S:15]([CH3:18])(=[O:17])=[O:16])=[CH:11][C:7]=1[C:8]([OH:10])=O)[CH:2]([CH3:4])[CH3:3].[F:19][C:20]([F:34])([F:33])[C:21]1[CH:26]=[CH:25][C:24]([N:27]2[CH2:32][CH2:31][NH:30][CH2:29][CH2:28]2)=[CH:23][CH:22]=1, predict the reaction product. (7) Given the reactants [Cl:1][C:2]1[CH:7]=[CH:6][CH:5]=[CH:4][C:3]=1[OH:8].C(=O)([O-])[O-].[K+].[K+].Cl[C:16]1[N:23]=[C:22]([C:24]2[CH:29]=[CH:28][CH:27]=[C:26]([F:30])[C:25]=2[F:31])[CH:21]=[CH:20][C:17]=1[CH:18]=[O:19], predict the reaction product. The product is: [Cl:1][C:2]1[CH:7]=[CH:6][CH:5]=[CH:4][C:3]=1[O:8][C:16]1[N:23]=[C:22]([C:24]2[CH:29]=[CH:28][CH:27]=[C:26]([F:30])[C:25]=2[F:31])[CH:21]=[CH:20][C:17]=1[CH:18]=[O:19]. (8) Given the reactants [Cl:1][C:2]1[CH:3]=[CH:4][C:5]([O:29][CH2:30][C:31]2[CH:36]=[CH:35][C:34]([Cl:37])=[CH:33][C:32]=2[F:38])=[C:6]([CH:28]=1)[CH2:7][N:8]1[C:16]2[CH:15]=[CH:14][CH:13]=[C:12]([C:17]([O:19]C)=[O:18])[C:11]=2[C:10](/[CH:21]=[CH:22]/[C:23]([O:25]CC)=[O:24])=[CH:9]1.[OH-].[Na+:40], predict the reaction product. The product is: [C:23](/[CH:22]=[CH:21]/[C:10]1[C:11]2[C:12]([C:17]([O-:19])=[O:18])=[CH:13][CH:14]=[CH:15][C:16]=2[N:8]([CH2:7][C:6]2[CH:28]=[C:2]([Cl:1])[CH:3]=[CH:4][C:5]=2[O:29][CH2:30][C:31]2[CH:36]=[CH:35][C:34]([Cl:37])=[CH:33][C:32]=2[F:38])[CH:9]=1)([O-:25])=[O:24].[Na+:40].[Na+:40]. (9) Given the reactants [Cl:1][C:2]1[C:15]2[C:14](=[O:16])[C:13]3[C:8](=[CH:9][CH:10]=[CH:11][CH:12]=3)[S:7][C:6]=2[C:5]([OH:17])=[CH:4][CH:3]=1.C([O-])([O-])=O.[K+].[K+].Br[CH2:25][CH2:26][CH2:27][CH2:28][CH2:29][CH2:30][CH2:31][CH2:32][CH2:33][CH2:34][CH2:35][CH3:36], predict the reaction product. The product is: [Cl:1][C:2]1[C:15]2[C:14](=[O:16])[C:13]3[C:8](=[CH:9][CH:10]=[CH:11][CH:12]=3)[S:7][C:6]=2[C:5]([O:17][CH2:36][CH2:35][CH2:34][CH2:33][CH2:32][CH2:31][CH2:30][CH2:29][CH2:28][CH2:27][CH2:26][CH3:25])=[CH:4][CH:3]=1.